Dataset: Catalyst prediction with 721,799 reactions and 888 catalyst types from USPTO. Task: Predict which catalyst facilitates the given reaction. (1) Reactant: [Cl:1][C:2]1[C:7]([C:8]2[N:9]=[C:10]([N:20]3[CH2:25][CH2:24][O:23][CH2:22][CH2:21]3)[S:11][C:12]=2[C:13]2[CH:18]=[CH:17][N:16]=[C:15](Cl)[N:14]=2)=[CH:6][CH:5]=[CH:4][C:3]=1[NH:26][S:27]([C:30]1[CH:34]=[CH:33][O:32][CH:31]=1)(=[O:29])=[O:28].[OH-].[NH4+:36]. Product: [NH2:36][C:15]1[N:14]=[C:13]([C:12]2[S:11][C:10]([N:20]3[CH2:25][CH2:24][O:23][CH2:22][CH2:21]3)=[N:9][C:8]=2[C:7]2[C:2]([Cl:1])=[C:3]([NH:26][S:27]([C:30]3[CH:34]=[CH:33][O:32][CH:31]=3)(=[O:28])=[O:29])[CH:4]=[CH:5][CH:6]=2)[CH:18]=[CH:17][N:16]=1. The catalyst class is: 12. (2) Reactant: C(O[BH-](OC(=O)C)OC(=O)C)(=O)C.[Na+].CC(O)=O.[Cl:19][C:20]1[CH:25]=[CH:24][C:23]([C:26]2[CH:27]=[CH:28][C:29]([C:32]#[C:33][C:34]3[CH:35]=[CH:36][C:37]([CH2:40][CH2:41][CH:42]=O)=[N:38][CH:39]=3)=[N:30][CH:31]=2)=[CH:22][CH:21]=1.[CH3:44][CH:45]1[CH2:50][CH2:49][NH:48][CH2:47][CH2:46]1.C(=O)(O)[O-].[Na+]. Product: [Cl:19][C:20]1[CH:25]=[CH:24][C:23]([C:26]2[CH:27]=[CH:28][C:29]([C:32]#[C:33][C:34]3[CH:35]=[CH:36][C:37]([CH2:40][CH2:41][CH2:42][N:48]4[CH2:49][CH2:50][CH:45]([CH3:44])[CH2:46][CH2:47]4)=[N:38][CH:39]=3)=[N:30][CH:31]=2)=[CH:22][CH:21]=1. The catalyst class is: 1. (3) Reactant: [CH3:1][O:2][C:3](=[O:15])[C:4]1[C:5](=[C:10](I)[CH:11]=[CH:12][CH:13]=1)[C:6]([O:8][CH3:9])=[O:7].[CH3:16][N:17]([CH3:30])[CH2:18][CH2:19][O:20][C:21]1[CH:26]=[CH:25][C:24]([NH2:27])=[C:23]([O:28][CH3:29])[CH:22]=1.C1C=CC(P(C2C(C3C(P(C4C=CC=CC=4)C4C=CC=CC=4)=CC=C4C=3C=CC=C4)=C3C(C=CC=C3)=CC=2)C2C=CC=CC=2)=CC=1.C(=O)([O-])[O-].[Cs+].[Cs+]. Product: [CH3:1][O:2][C:3](=[O:15])[C:4]1[C:5](=[C:10]([NH:27][C:24]2[CH:25]=[CH:26][C:21]([O:20][CH2:19][CH2:18][N:17]([CH3:16])[CH3:30])=[CH:22][C:23]=2[O:28][CH3:29])[CH:11]=[CH:12][CH:13]=1)[C:6]([O:8][CH3:9])=[O:7]. The catalyst class is: 835. (4) Reactant: [F:1][C:2]([F:23])([F:22])[C:3]1[CH:4]=[C:5]([N:9]2[CH2:14][CH2:13][N:12](C(OC(C)(C)C)=O)[CH2:11][CH2:10]2)[CH:6]=[N:7][CH:8]=1.Cl. Product: [F:22][C:2]([F:1])([F:23])[C:3]1[CH:4]=[C:5]([N:9]2[CH2:14][CH2:13][NH:12][CH2:11][CH2:10]2)[CH:6]=[N:7][CH:8]=1. The catalyst class is: 12. (5) Product: [Br:34][C:35]1[CH:36]=[CH:37][C:38]([C:41]([N:43]=[C:44]=[S:45])=[O:42])=[CH:39][CH:40]=1.[Br:34][C:35]1[CH:40]=[CH:39][C:38]([C:41]([NH:43][C:44]([NH:15][C:14]2[CH:16]=[CH:17][C:18]([O:19][C:20]3[C:29]4[C:24](=[CH:25][C:26]([O:32][CH3:33])=[C:27]([O:30][CH3:31])[CH:28]=4)[N:23]=[CH:22][CH:21]=3)=[C:12]([Cl:11])[CH:13]=2)=[S:45])=[O:42])=[CH:37][CH:36]=1. Reactant: BrC1C=CC(C(Cl)=O)=CC=1.[Cl:11][C:12]1[CH:13]=[C:14]([CH:16]=[CH:17][C:18]=1[O:19][C:20]1[C:29]2[C:24](=[CH:25][C:26]([O:32][CH3:33])=[C:27]([O:30][CH3:31])[CH:28]=2)[N:23]=[CH:22][CH:21]=1)[NH2:15].[Br:34][C:35]1[CH:40]=[CH:39][C:38]([C:41]([N:43]=[C:44]=[S:45])=[O:42])=[CH:37][CH:36]=1. The catalyst class is: 234. (6) Reactant: [OH2:1].OO.[F:4][C:5]1[C:10]([F:11])=[CH:9][C:8](B2OC(C)(C)C(C)(C)O2)=[CH:7][N:6]=1. Product: [F:11][C:10]1[CH:9]=[C:8]([OH:1])[CH:7]=[N:6][C:5]=1[F:4]. The catalyst class is: 30. (7) Product: [C:7]([O:11][C:12]([N:14]1[CH2:18][CH2:17][CH2:16][CH:15]1[CH2:19][CH2:20][OH:21])=[O:13])([CH3:10])([CH3:9])[CH3:8]. The catalyst class is: 1. Reactant: [H-].[H-].[H-].[H-].[Li+].[Al+3].[C:7]([O:11][C:12]([N:14]1[CH2:18][CH2:17][CH2:16][CH:15]1[CH2:19][C:20](OC)=[O:21])=[O:13])([CH3:10])([CH3:9])[CH3:8]. (8) Reactant: [NH:1]1[C:9]2[C:4](=[CH:5][CH:6]=[CH:7][CH:8]=2)[CH2:3][CH:2]1[C:10]([OH:12])=[O:11].[CH3:13][C:14]([O:17][C:18](O[C:18]([O:17][C:14]([CH3:16])([CH3:15])[CH3:13])=[O:19])=[O:19])([CH3:16])[CH3:15]. Product: [C:14]([O:17][C:18]([N:1]1[C:9]2[C:4](=[CH:5][CH:6]=[CH:7][CH:8]=2)[CH2:3][CH:2]1[C:10]([OH:12])=[O:11])=[O:19])([CH3:16])([CH3:15])[CH3:13]. The catalyst class is: 1. (9) Reactant: [CH3:1][O:2][CH2:3][O:4][C:5]1[CH:14]=[C:13]2[C:8]([CH:9]=[C:10]([CH:15]=O)[CH2:11][O:12]2)=[CH:7][CH:6]=1.[NH:17]1[CH2:22][CH2:21][CH2:20][C@@H:19]([C:23]([O:25][CH2:26][CH3:27])=[O:24])[CH2:18]1.C(O[BH-](OC(=O)C)OC(=O)C)(=O)C.[Na+].C([O-])(O)=O.[Na+]. Product: [CH3:1][O:2][CH2:3][O:4][C:5]1[CH:14]=[C:13]2[C:8]([CH:9]=[C:10]([CH2:15][N:17]3[CH2:22][CH2:21][CH2:20][C@@H:19]([C:23]([O:25][CH2:26][CH3:27])=[O:24])[CH2:18]3)[CH2:11][O:12]2)=[CH:7][CH:6]=1. The catalyst class is: 68. (10) Reactant: [Br:1][C:2]1[CH:3]=[CH:4][C:5]([CH:8]=O)=[N:6][CH:7]=1.Br[CH2:11][C:12]([O:14][CH2:15][CH3:16])=[O:13].C([O-])(O)=O.[Na+].C1C=CC(P(C2C=CC=CC=2)C2C=CC=CC=2)=CC=1. Product: [Br:1][C:2]1[CH:3]=[CH:4][C:5](/[CH:8]=[CH:11]/[C:12]([O:14][CH2:15][CH3:16])=[O:13])=[N:6][CH:7]=1. The catalyst class is: 84.